The task is: Predict the product of the given reaction.. This data is from Forward reaction prediction with 1.9M reactions from USPTO patents (1976-2016). (1) Given the reactants [OH:1][C:2]1[C:7]2[NH:8][C:9]([C:11]3[S:12][CH:13]=[CH:14][CH:15]=3)=[N:10][C:6]=2[C:5]([C:16]([NH:18][CH2:19][CH2:20][NH:21][C:22]2[CH:27]=[CH:26][C:25]([N+:28]([O-])=O)=[CH:24][N:23]=2)=[O:17])=[CH:4][CH:3]=1.[ClH:31], predict the reaction product. The product is: [ClH:31].[NH2:28][C:25]1[CH:26]=[CH:27][C:22]([NH:21][CH2:20][CH2:19][NH:18][C:16]([C:5]2[C:6]3[N:10]=[C:9]([C:11]4[S:12][CH:13]=[CH:14][CH:15]=4)[NH:8][C:7]=3[C:2]([OH:1])=[CH:3][CH:4]=2)=[O:17])=[N:23][CH:24]=1. (2) The product is: [Cl:9][C:6]1[N:5]=[CH:4][N:3]=[C:2]([N:19]2[CH2:20][CH2:21][CH2:22][CH2:23][CH2:24][CH:18]2[CH3:17])[C:7]=1[F:8]. Given the reactants Cl[C:2]1[C:7]([F:8])=[C:6]([Cl:9])[N:5]=[CH:4][N:3]=1.C(=O)([O-])[O-].[K+].[K+].Cl.[CH3:17][CH:18]1[CH2:24][CH2:23][CH2:22][CH2:21][CH2:20][NH:19]1.[Cl-].[NH4+], predict the reaction product. (3) Given the reactants [Cl:1][C:2]1[C:9]([C:10]([F:13])([F:12])[F:11])=[CH:8][CH:7]=[CH:6][C:3]=1[CH:4]=O.[NH2:14][C:15]1[CH:19]=[CH:18][NH:17][N:16]=1.O=[C:21]([CH2:28][CH2:29][CH3:30])[CH2:22][C:23]([O:25][CH2:26][CH3:27])=[O:24], predict the reaction product. The product is: [Cl:1][C:2]1[C:9]([C:10]([F:13])([F:12])[F:11])=[CH:8][CH:7]=[CH:6][C:3]=1[CH:4]1[C:22]([C:23]([O:25][CH2:26][CH3:27])=[O:24])=[C:21]([CH2:28][CH2:29][CH3:30])[NH:14][C:15]2=[N:16][NH:17][CH:18]=[C:19]12. (4) Given the reactants COC1C=CC(C[N:8]2[C:12]([N:13]([CH3:18])[S:14]([CH3:17])(=[O:16])=[O:15])=[C:11]([C:19]([O:21][CH3:22])=[O:20])[N:10]=[N:9]2)=CC=1, predict the reaction product. The product is: [CH3:18][N:13]([S:14]([CH3:17])(=[O:16])=[O:15])[C:12]1[NH:8][N:9]=[N:10][C:11]=1[C:19]([O:21][CH3:22])=[O:20]. (5) Given the reactants [CH:1]12[CH2:10][CH:5]3[CH2:6][CH:7]([CH2:9][CH:3]([CH2:4]3)[CH:2]1[C:11]([OH:13])=O)[CH2:8]2.[NH:14]1[C:22]2[C:17](=[CH:18][CH:19]=[CH:20][CH:21]=2)[CH2:16][CH2:15]1.CN(C(ON1N=NC2C=CC=CC1=2)=[N+](C)C)C.[B-](F)(F)(F)F.CCN(C(C)C)C(C)C, predict the reaction product. The product is: [CH:3]12[CH2:4][CH:5]3[CH2:6][CH:7]([CH2:8][CH:1]([CH2:10]3)[CH:2]1[C:11]([N:14]1[C:22]3[C:17](=[CH:18][CH:19]=[CH:20][CH:21]=3)[CH2:16][CH2:15]1)=[O:13])[CH2:9]2.